From a dataset of Forward reaction prediction with 1.9M reactions from USPTO patents (1976-2016). Predict the product of the given reaction. (1) Given the reactants [Br:1][C:2]1[CH:3]=[CH:4][C:5]([C:9](OC)=[O:10])=[N:6][C:7]=1[Cl:8].[H-].C([Al+]CC(C)C)C(C)C, predict the reaction product. The product is: [Br:1][C:2]1[CH:3]=[CH:4][C:5]([CH2:9][OH:10])=[N:6][C:7]=1[Cl:8]. (2) Given the reactants FC(F)(F)C(O)=O.[CH:8]1([CH2:11][N:12]2[CH2:18][CH2:17][CH2:16][CH2:15][C@@H:14]([NH:19]C(=O)OC(C)(C)C)[C:13]2=[O:27])[CH2:10][CH2:9]1, predict the reaction product. The product is: [NH2:19][C@@H:14]1[CH2:15][CH2:16][CH2:17][CH2:18][N:12]([CH2:11][CH:8]2[CH2:10][CH2:9]2)[C:13]1=[O:27]. (3) Given the reactants [CH:1]1([C:4]([OH:6])=O)[CH2:3][CH2:2]1.C(Cl)(=O)C(Cl)=O.CN(C)C=O.[Cl:18][C:19]1[N:24]=[C:23]2[S:25][C:26]([NH2:28])=[N:27][C:22]2=[CH:21][CH:20]=1, predict the reaction product. The product is: [Cl:18][C:19]1[N:24]=[C:23]2[S:25][C:26]([NH:28][C:4]([CH:1]3[CH2:3][CH2:2]3)=[O:6])=[N:27][C:22]2=[CH:21][CH:20]=1.